This data is from Full USPTO retrosynthesis dataset with 1.9M reactions from patents (1976-2016). The task is: Predict the reactants needed to synthesize the given product. (1) The reactants are: C(O[C:4](=[O:21])[CH2:5][C:6]([CH:8]1[CH2:13][CH2:12][N:11]([C:14]([O:16][C:17]([CH3:20])([CH3:19])[CH3:18])=[O:15])[CH2:10][CH2:9]1)=O)C.[Br:22][C:23]1[CH:31]=[CH:30][CH:29]=[C:28]2[C:24]=1[C:25]([NH2:32])=[N:26][NH:27]2.P([O-])([O-])([O-])=O.[K+].[K+].[K+]. Given the product [Br:22][C:23]1[C:24]2[C:28]([CH:29]=[CH:30][CH:31]=1)=[N:27][N:26]1[C:4](=[O:21])[CH:5]=[C:6]([CH:8]3[CH2:9][CH2:10][N:11]([C:14]([O:16][C:17]([CH3:18])([CH3:19])[CH3:20])=[O:15])[CH2:12][CH2:13]3)[NH:32][C:25]=21, predict the reactants needed to synthesize it. (2) Given the product [F:1][C:2]1[CH:10]=[CH:9][C:8]([S:11](=[O:14])(=[O:13])[NH2:12])=[CH:7][C:3]=1[C:4]([NH:44][CH2:43][C:42]([O:41][CH3:40])=[O:45])=[O:6], predict the reactants needed to synthesize it. The reactants are: [F:1][C:2]1[CH:10]=[CH:9][C:8]([S:11](=[O:14])(=[O:13])[NH2:12])=[CH:7][C:3]=1[C:4]([OH:6])=O.CN(C(ON1N=NC2C=CC=NC1=2)=[N+](C)C)C.F[P-](F)(F)(F)(F)F.Cl.[CH3:40][O:41][C:42](=[O:45])[CH2:43][NH2:44].CN1CCOCC1. (3) Given the product [Cl:20][C:5]1[C:4]2[C:9](=[CH:10][CH:11]=[C:2]([C:28]([C:27]3[C:22]([CH3:21])=[N:23][C:24]([CH3:36])=[CH:25][CH:26]=3)([C:30]3[N:34]([CH3:35])[N:33]=[N:32][CH:31]=3)[OH:29])[CH:3]=2)[N:8]=[C:7]([O:12][CH3:13])[C:6]=1[CH2:14][N:15]1[CH2:18][CH:17]([F:19])[CH2:16]1, predict the reactants needed to synthesize it. The reactants are: Br[C:2]1[CH:3]=[C:4]2[C:9](=[CH:10][CH:11]=1)[N:8]=[C:7]([O:12][CH3:13])[C:6]([CH2:14][N:15]1[CH2:18][CH:17]([F:19])[CH2:16]1)=[C:5]2[Cl:20].[CH3:21][C:22]1[C:27]([C:28]([C:30]2[N:34]([CH3:35])[N:33]=[N:32][CH:31]=2)=[O:29])=[CH:26][CH:25]=[C:24]([CH3:36])[N:23]=1. (4) Given the product [CH3:1][O:2][C:3](=[O:14])[CH2:4][CH2:5][C:6]1[CH:11]=[CH:10][C:9]([O:12][CH2:34][CH:27]([CH3:28])[CH2:26][O:25][C:24]2[CH:35]=[CH:36][C:37]([CH2:39][CH3:40])=[CH:38][C:23]=2[C:15](=[O:22])[C:16]2[CH:21]=[CH:20][CH:19]=[CH:18][CH:17]=2)=[CH:8][C:7]=1[CH3:13], predict the reactants needed to synthesize it. The reactants are: [CH3:1][O:2][C:3](=[O:14])[CH2:4][CH2:5][C:6]1[CH:11]=[CH:10][C:9]([OH:12])=[CH:8][C:7]=1[CH3:13].[C:15]([C:23]1[CH:38]=[C:37]([CH2:39][CH3:40])[CH:36]=[CH:35][C:24]=1[O:25][CH2:26][CH:27]([CH3:34])[CH2:28]OS(C)(=O)=O)(=[O:22])[C:16]1[CH:21]=[CH:20][CH:19]=[CH:18][CH:17]=1.C(=O)([O-])[O-].[Cs+].[Cs+].Cl. (5) Given the product [CH3:14][Si:15]([CH3:22])([CH3:21])[CH2:16][CH2:17][O:18][CH2:19][N:3]1[C:11]2[C:6](=[CH:7][C:8]([CH:12]=[O:13])=[CH:9][CH:10]=2)[CH:5]=[CH:4]1, predict the reactants needed to synthesize it. The reactants are: [H-].[Na+].[NH:3]1[C:11]2[C:6](=[CH:7][C:8]([CH:12]=[O:13])=[CH:9][CH:10]=2)[CH:5]=[CH:4]1.[CH3:14][Si:15]([CH3:22])([CH3:21])[CH2:16][CH2:17][O:18][CH2:19]Cl.Cl.